Dataset: Reaction yield outcomes from USPTO patents with 853,638 reactions. Task: Predict the reaction yield, written as a fraction of the theoretical maximum amount of product (1.0 means a 100% yield; for example, 0.34 means a 34% yield). The reactants are [CH:1]1[C:15](=[O:16])[N:14]=C2[N:3]([C@@H:4]3[O:8][C@H:7]([CH2:9][OH:10])[C@@H:6]([OH:11])[C@@H:5]3O2)[CH:2]=1.[CH3:17][SH:18].[CH3:19]N(C)C(N(C)C)=N. The catalyst is CN(C=O)C. The product is [CH3:19][C@@H:5]1[C@H:6]([OH:11])[C@@H:7]([CH2:9][OH:10])[O:8][C@H:4]1[N:3]1[CH:2]=[CH:1][C:15](=[O:16])[NH:14][C:17]1=[S:18]. The yield is 0.754.